Task: Predict the product of the given reaction.. Dataset: Forward reaction prediction with 1.9M reactions from USPTO patents (1976-2016) Given the reactants [CH3:1][C:2]1([CH3:18])[NH:7][C:6]2[CH:8]=[C:9]([C:11]3[CH:12]=[N:13][NH:14][C:15]=3[CH3:16])[S:10][C:5]=2[C:4](=[O:17])[NH:3]1.[Br:19]Br.C([O-])(O)=O.[Na+], predict the reaction product. The product is: [Br:19][C:8]1[C:6]2[NH:7][C:2]([CH3:18])([CH3:1])[NH:3][C:4](=[O:17])[C:5]=2[S:10][C:9]=1[C:11]1[CH:12]=[N:13][NH:14][C:15]=1[CH3:16].